This data is from Catalyst prediction with 721,799 reactions and 888 catalyst types from USPTO. The task is: Predict which catalyst facilitates the given reaction. (1) The catalyst class is: 5. Product: [CH2:12]([C:14]1[CH:21]=[CH:20][C:17]([CH:18]([C:3]2[C:4]3[C:9](=[CH:8][CH:7]=[CH:6][CH:5]=3)[NH:1][CH:2]=2)[OH:19])=[CH:16][CH:15]=1)[CH3:13]. Reactant: [NH:1]1[C:9]2[C:4](=[CH:5][CH:6]=[CH:7][CH:8]=2)[CH:3]=[CH:2]1.[OH-].[Na+].[CH2:12]([C:14]1[CH:21]=[CH:20][C:17]([CH:18]=[O:19])=[CH:16][CH:15]=1)[CH3:13].O. (2) The catalyst class is: 230. Reactant: [CH2:1]([O:8][C:9]1[C:10](=[O:19])[NH:11][C:12]([CH3:18])=[CH:13][C:14]=1[C:15]([OH:17])=O)[C:2]1[CH:7]=[CH:6][CH:5]=[CH:4][CH:3]=1.[SH:20][C:21]1[S:22][CH2:23][CH2:24][N:25]=1.C1(N=C=NC2CCCCC2)CCCCC1. Product: [CH2:1]([O:8][C:9]1[C:10](=[O:19])[NH:11][C:12]([CH3:18])=[CH:13][C:14]=1[C:15]([N:25]1[CH2:24][CH2:23][S:22][C:21]1=[S:20])=[O:17])[C:2]1[CH:3]=[CH:4][CH:5]=[CH:6][CH:7]=1. (3) Reactant: [C:1]1([C:6]2[CH:11]=[CH:10][C:9]([F:12])=[CH:8][C:7]=2[C:13](=O)[CH3:14])[CH2:5][CH2:4][CH2:3][CH:2]=1.[CH:16]1([NH2:19])[CH2:18][CH2:17]1.C(O)(=O)C.C([BH3-])#N.[Na+]. Product: [C:1]1([C:6]2[CH:11]=[CH:10][C:9]([F:12])=[CH:8][C:7]=2[CH:13]([NH:19][CH:16]2[CH2:18][CH2:17]2)[CH3:14])[CH2:5][CH2:4][CH2:3][CH:2]=1. The catalyst class is: 5. (4) Reactant: Cl.[CH3:2][CH:3]1[CH2:8][CH2:7][N:6]([CH:9]([C:13]2[CH:18]=[CH:17][CH:16]=[CH:15][CH:14]=2)[C:10]([OH:12])=[O:11])[CH2:5][CH2:4]1.C1C=CC2N(O)N=NC=2C=1.C1CCC(N=C=NC2CCCCC2)CC1.[N:44]12[CH2:51][CH2:50][CH:47]([CH2:48][CH2:49]1)[C@@H:46](O)[CH2:45]2. Product: [CH3:2][CH:3]1[CH2:8][CH2:7][N:6]([CH:9]([C:13]2[CH:14]=[CH:15][CH:16]=[CH:17][CH:18]=2)[C:10]([O:12][C@@H:46]2[CH:47]3[CH2:50][CH2:51][N:44]([CH2:49][CH2:48]3)[CH2:45]2)=[O:11])[CH2:5][CH2:4]1. The catalyst class is: 1. (5) Reactant: [CH3:1][O:2][C:3]1[CH:4]=[C:5]([NH:12][C:13]2[CH:14]=[N:15][C:16]3[CH2:17][CH:18]([NH:23][C:24](=[O:30])[O:25][C:26]([CH3:29])([CH3:28])[CH3:27])[CH2:19][CH2:20][C:21]=3[CH:22]=2)[C:6]([N+:9]([O-])=O)=[N:7][CH:8]=1. Product: [NH2:9][C:6]1[C:5]([NH:12][C:13]2[CH:14]=[N:15][C:16]3[CH2:17][CH:18]([NH:23][C:24](=[O:30])[O:25][C:26]([CH3:27])([CH3:28])[CH3:29])[CH2:19][CH2:20][C:21]=3[CH:22]=2)=[CH:4][C:3]([O:2][CH3:1])=[CH:8][N:7]=1. The catalyst class is: 29. (6) Reactant: [CH3:1][N:2]1[C:10]2[C@@:9]3([CH3:14])[C:11]([CH3:13])([CH3:12])[C@H:6]([CH2:7][CH2:8]3)[C:5]=2[C:4](=[O:15])[NH:3]1.[CH2:16](Br)[C:17]1[CH:22]=[CH:21][CH:20]=[CH:19][CH:18]=1. Product: [CH2:16]([N:3]1[C:4](=[O:15])[C:5]2[C@@H:6]3[C:11]([CH3:12])([CH3:13])[C@@:9]([CH3:14])([CH2:8][CH2:7]3)[C:10]=2[N:2]1[CH3:1])[C:17]1[CH:22]=[CH:21][CH:20]=[CH:19][CH:18]=1. The catalyst class is: 9. (7) Reactant: [CH2-:1][C:2]([CH3:4])=[O:3].[Br:5][C:6]1[C:15]([CH3:16])=[CH:14][C:13]2[C:12]([CH3:18])([CH3:17])[C@@H:11]([OH:19])[C@@H:10]([OH:20])[C:9]([CH3:22])([CH3:21])[C:8]=2[CH:7]=1.C([Li])CCC.C(N1CCCCC1)=[O:29]. Product: [CH2-:1][C:2]([CH3:4])=[O:3].[Br:5][C:6]1[C:15]([CH:16]=[O:29])=[CH:14][C:13]2[C:12]([CH3:18])([CH3:17])[C@H:11]([OH:19])[C@H:10]([OH:20])[C:9]([CH3:22])([CH3:21])[C:8]=2[CH:7]=1. The catalyst class is: 7. (8) Reactant: [CH2:1]([NH2:8])[C:2]1[CH:7]=[CH:6][CH:5]=[CH:4][CH:3]=1.[CH2:9]([N:16]1[CH2:20][CH2:19][CH:18]([C:21](=O)[CH2:22][F:23])[C:17]1=[O:25])[C:10]1[CH:15]=[CH:14][CH:13]=[CH:12][CH:11]=1.C(O[BH-](OC(=O)C)OC(=O)C)(=O)C.[Na+]. Product: [CH2:9]([N:16]1[CH2:20][CH2:19][CH:18]([CH:21]([NH:8][CH2:1][C:2]2[CH:7]=[CH:6][CH:5]=[CH:4][CH:3]=2)[CH2:22][F:23])[C:17]1=[O:25])[C:10]1[CH:15]=[CH:14][CH:13]=[CH:12][CH:11]=1. The catalyst class is: 26. (9) Reactant: Br[C:2]1[CH:3]=[N:4][CH:5]=[C:6]2[C:11]=1[N:10]=[C:9]([C:12]([NH:14][CH2:15][CH2:16][O:17][CH3:18])=[O:13])[CH:8]=[CH:7]2.[CH3:19][O:20][C:21]1[CH:26]=[CH:25][C:24](B(O)O)=[CH:23][CH:22]=1.C(=O)([O-])[O-].[Cs+].[Cs+]. Product: [CH3:18][O:17][CH2:16][CH2:15][NH:14][C:12]([C:9]1[CH:8]=[CH:7][C:6]2[C:11](=[C:2]([C:24]3[CH:25]=[CH:26][C:21]([O:20][CH3:19])=[CH:22][CH:23]=3)[CH:3]=[N:4][CH:5]=2)[N:10]=1)=[O:13]. The catalyst class is: 688. (10) Reactant: [H-].[Na+].[CH:3]1([O:7][CH2:8][C@H:9]([OH:20])[C:10]([NH:12][C:13]2[CH:18]=[N:17][C:16]([CH3:19])=[CH:15][N:14]=2)=[O:11])[CH2:6][CH2:5][CH2:4]1.Cl[C:22]1[N:27]=[CH:26][N:25]=[C:24]2[N:28]([C:31]3[C:36]([C:37]([F:40])([F:39])[F:38])=[CH:35][C:34]([Cl:41])=[CH:33][N:32]=3)[N:29]=[CH:30][C:23]=12.C(O)(=O)CC(CC(O)=O)(C(O)=O)O. Product: [Cl:41][C:34]1[CH:35]=[C:36]([C:37]([F:40])([F:38])[F:39])[C:31]([N:28]2[C:24]3[N:25]=[CH:26][N:27]=[C:22]([O:20][C@@H:9]([CH2:8][O:7][CH:3]4[CH2:6][CH2:5][CH2:4]4)[C:10]([NH:12][C:13]4[CH:18]=[N:17][C:16]([CH3:19])=[CH:15][N:14]=4)=[O:11])[C:23]=3[CH:30]=[N:29]2)=[N:32][CH:33]=1. The catalyst class is: 1.